From a dataset of Peptide-MHC class I binding affinity with 185,985 pairs from IEDB/IMGT. Regression. Given a peptide amino acid sequence and an MHC pseudo amino acid sequence, predict their binding affinity value. This is MHC class I binding data. (1) The peptide sequence is VTLFSNLGY. The MHC is HLA-A80:01 with pseudo-sequence HLA-A80:01. The binding affinity (normalized) is 0.699. (2) The peptide sequence is WPAGRLVEA. The MHC is HLA-A31:01 with pseudo-sequence HLA-A31:01. The binding affinity (normalized) is 0.0847. (3) The peptide sequence is ALAKNASEL. The MHC is HLA-A02:01 with pseudo-sequence HLA-A02:01. The binding affinity (normalized) is 0.604. (4) The peptide sequence is MAMGILHTI. The MHC is HLA-B15:42 with pseudo-sequence HLA-B15:42. The binding affinity (normalized) is 0.213. (5) The peptide sequence is FTTNIWMKF. The MHC is HLA-C15:02 with pseudo-sequence HLA-C15:02. The binding affinity (normalized) is 0.0847. (6) The peptide sequence is VHAVYDSML. The MHC is HLA-B57:01 with pseudo-sequence HLA-B57:01. The binding affinity (normalized) is 0.213. (7) The peptide sequence is RPQVPLRPM. The MHC is HLA-B42:02 with pseudo-sequence HLA-B42:02. The binding affinity (normalized) is 0.756. (8) The peptide sequence is RGCLRIQSL. The MHC is HLA-A24:02 with pseudo-sequence HLA-A24:02. The binding affinity (normalized) is 0.200. (9) The peptide sequence is ITAVNSLI. The MHC is H-2-Kb with pseudo-sequence H-2-Kb. The binding affinity (normalized) is 0.00722. (10) The peptide sequence is GLNSRSTSL. The MHC is HLA-B08:01 with pseudo-sequence HLA-B08:01. The binding affinity (normalized) is 0.751.